Regression. Given two drug SMILES strings and cell line genomic features, predict the synergy score measuring deviation from expected non-interaction effect. From a dataset of NCI-60 drug combinations with 297,098 pairs across 59 cell lines. Drug 1: CN(CC1=CN=C2C(=N1)C(=NC(=N2)N)N)C3=CC=C(C=C3)C(=O)NC(CCC(=O)O)C(=O)O. Drug 2: COCCOC1=C(C=C2C(=C1)C(=NC=N2)NC3=CC=CC(=C3)C#C)OCCOC.Cl. Cell line: PC-3. Synergy scores: CSS=24.2, Synergy_ZIP=1.05, Synergy_Bliss=-2.74, Synergy_Loewe=-4.96, Synergy_HSA=-1.82.